Dataset: Forward reaction prediction with 1.9M reactions from USPTO patents (1976-2016). Task: Predict the product of the given reaction. (1) The product is: [Cl:1][CH2:2][CH:3]1[C:11]2[C:10]3[CH:12]=[CH:13][CH:14]=[C:15]([S:16]([Cl:19])(=[O:18])=[O:17])[C:9]=3[C:8]([N+:26]([O-:28])=[O:27])=[CH:7][C:6]=2[N:5]([C:20](=[O:25])[C:21]([F:24])([F:23])[F:22])[CH2:4]1. Given the reactants [Cl:1][CH2:2][CH:3]1[C:11]2[C:10]3[CH:12]=[CH:13][CH:14]=[C:15]([S:16]([Cl:19])(=[O:18])=[O:17])[C:9]=3[CH:8]=[CH:7][C:6]=2[N:5]([C:20](=[O:25])[C:21]([F:24])([F:23])[F:22])[CH2:4]1.[N+:26]([O-])([O-:28])=[O:27].[K+], predict the reaction product. (2) Given the reactants Cl[C:2]1[N:3]=[C:4]([C:21]2[CH:26]=[CH:25][C:24]([C:27]([F:30])([F:29])[F:28])=[CH:23][C:22]=2[O:31][CH3:32])[C:5]2[C:10]([CH:11]=1)=[CH:9][C:8]([S:12]([NH:15][C:16]1[S:17][CH:18]=[CH:19][N:20]=1)(=[O:14])=[O:13])=[CH:7][CH:6]=2.[CH3:33][O-:34].[Na+].CO, predict the reaction product. The product is: [CH3:33][O:34][C:2]1[N:3]=[C:4]([C:21]2[CH:26]=[CH:25][C:24]([C:27]([F:30])([F:29])[F:28])=[CH:23][C:22]=2[O:31][CH3:32])[C:5]2[C:10]([CH:11]=1)=[CH:9][C:8]([S:12]([NH:15][C:16]1[S:17][CH:18]=[CH:19][N:20]=1)(=[O:14])=[O:13])=[CH:7][CH:6]=2. (3) Given the reactants C([N:8]1[CH2:14][C:13]2[N:15]=[CH:16][C:17]([C:19]3[CH2:23][CH2:22][CH2:21][CH:20]=3)=[N:18][C:12]=2[O:11][CH2:10][CH2:9]1)C1C=CC=CC=1.[Cl:24]C(OC(Cl)C)=O, predict the reaction product. The product is: [ClH:24].[C:19]1([C:17]2[CH:16]=[N:15][C:13]3[CH2:14][NH:8][CH2:9][CH2:10][O:11][C:12]=3[N:18]=2)[CH2:23][CH2:22][CH2:21][CH:20]=1. (4) Given the reactants [OH:1][NH:2][C:3]([CH:5]=[CH:6][C:7]1[CH:35]=[CH:34][C:10]([CH2:11][NH:12][C:13](=[O:33])C2C=CC(N3CCN(CC4C=NC=CC=4)CC3)=CC=2)=[CH:9][CH:8]=1)=[O:4].COC(=O)C=CC1C=CC(CNC([O:51][CH2:52][C:53]2[CH:54]=[N:55][CH:56]=[CH:57][CH:58]=2)=O)=CC=1, predict the reaction product. The product is: [N:55]1[CH:56]=[CH:57][CH:58]=[C:53]([CH2:52][O:51][C:13](=[O:33])[NH:12][CH2:11][C:10]2[CH:9]=[CH:8][C:7]([CH:6]=[CH:5][C:3](=[O:4])[NH:2][OH:1])=[CH:35][CH:34]=2)[CH:54]=1. (5) Given the reactants [C@@H:1]12[CH2:6][C@@H:5]1[CH2:4][NH:3][C@@H:2]2[CH2:7][NH:8][C:9]([C:11]1[CH:12]=[CH:13][CH:14]=[C:15]2[O:19][CH:18]=[CH:17][C:16]=12)=[O:10].[F:20][C:21]([F:38])([F:37])[C:22]1[CH:27]=[CH:26][C:25]([C:28]2[C:29]([C:34](O)=[O:35])=[CH:30][CH:31]=[CH:32][CH:33]=2)=[CH:24][CH:23]=1, predict the reaction product. The product is: [F:20][C:21]([F:37])([F:38])[C:22]1[CH:23]=[CH:24][C:25]([C:28]2[C:29]([C:34]([N:3]3[CH2:4][C@@H:5]4[C@@H:1]([CH2:6]4)[C@H:2]3[CH2:7][NH:8][C:9]([C:11]3[CH:12]=[CH:13][CH:14]=[C:15]4[O:19][CH:18]=[CH:17][C:16]=34)=[O:10])=[O:35])=[CH:30][CH:31]=[CH:32][CH:33]=2)=[CH:26][CH:27]=1. (6) Given the reactants [CH2:1]([C:3]1[CH:8]=[C:7]([N+]([O-])=O)[CH:6]=[CH:5][N+:4]=1[O-:12])[CH3:2].C(O)(=O)C.[OH-].[Na+].CCOC(C)=O.CCCCCCC.[BrH:32], predict the reaction product. The product is: [Br:32][C:7]1[CH:6]=[CH:5][N+:4]([O-:12])=[C:3]([CH2:1][CH3:2])[CH:8]=1. (7) The product is: [F:1][C:2]1[CH:3]=[C:4]([N:16]2[C:24]3[CH:23]=[C:22]([O:25][CH3:26])[CH:21]=[C:20]([OH:27])[C:19]=3[CH:18]=[N:17]2)[CH:5]=[CH:6][C:7]=1[OH:8]. Given the reactants [F:1][C:2]1[CH:3]=[C:4]([N:16]2[C:24]3[CH:23]=[C:22]([O:25][CH3:26])[CH:21]=[C:20]([OH:27])[C:19]=3[CH:18]=[N:17]2)[CH:5]=[CH:6][C:7]=1[O:8]CC1C=CC=CC=1, predict the reaction product. (8) Given the reactants F.[K].[Br:3][C:4]1[CH:14]=[CH:13][C:7]([CH:8]=[N:9][CH:10]2[CH2:12][CH2:11]2)=[CH:6][CH:5]=1.C(O)([C:17]([F:20])([F:19])[F:18])=O.FC([Si](C)(C)C)(F)F.C([O-])([O-])=O.[Na+].[Na+], predict the reaction product. The product is: [Br:3][C:4]1[CH:5]=[CH:6][C:7]([CH:8]([NH:9][CH:10]2[CH2:11][CH2:12]2)[C:17]([F:20])([F:19])[F:18])=[CH:13][CH:14]=1. (9) Given the reactants [Cl:1][C:2]1[CH:11]=[C:10]2[C:5]([CH2:6][CH2:7][N:8]=[C:9]2[C:12]2[CH:16]=[C:15]([CH:17]3[O:21][CH2:20][CH2:19][O:18]3)[S:14][CH:13]=2)=[CH:4][CH:3]=1.[CH3:22]C#N.[CH2:25](Br)[C:26]1[CH:31]=[CH:30][CH:29]=[CH:28][CH:27]=1.C1COCC1.C[Mg]Br.CCOCC, predict the reaction product. The product is: [CH2:25]([N:8]1[CH2:7][CH2:6][C:5]2[C:10](=[CH:11][C:2]([Cl:1])=[CH:3][CH:4]=2)[C:9]1([C:12]1[CH:16]=[C:15]([CH:17]2[O:21][CH2:20][CH2:19][O:18]2)[S:14][CH:13]=1)[CH3:22])[C:26]1[CH:31]=[CH:30][CH:29]=[CH:28][CH:27]=1.